Predict the reactants needed to synthesize the given product. From a dataset of Full USPTO retrosynthesis dataset with 1.9M reactions from patents (1976-2016). (1) Given the product [S:18]1[CH:22]=[CH:21][C:20]([C:2]2[CH:3]=[C:4]([CH:9]=[CH:10][CH:11]=2)[C:5]([O:7][CH3:8])=[O:6])=[CH:19]1, predict the reactants needed to synthesize it. The reactants are: Br[C:2]1[CH:3]=[C:4]([CH:9]=[CH:10][CH:11]=1)[C:5]([O:7][CH3:8])=[O:6].C(=O)([O-])[O-].[K+].[K+].[S:18]1[CH:22]=[CH:21][C:20](B(O)O)=[CH:19]1. (2) Given the product [F:15][C:12]1[CH:13]=[CH:14][C:9]([C:7](=[O:8])[CH2:6][CH2:5][CH2:4][I:1])=[CH:10][CH:11]=1, predict the reactants needed to synthesize it. The reactants are: [I-:1].[Na+].Cl[CH2:4][CH2:5][CH2:6][C:7]([C:9]1[CH:14]=[CH:13][C:12]([F:15])=[CH:11][CH:10]=1)=[O:8]. (3) The reactants are: [NH2:1][C:2]1[C:27]([NH:28][C:29]2[CH:34]=[CH:33][C:32]([I:35])=[CH:31][C:30]=2[F:36])=[CH:26][C:25]([F:37])=[CH:24][C:3]=1[O:4][C:5]1[CH:6]=[C:7]([CH:21]=[CH:22][CH:23]=1)[CH2:8][NH:9][S:10]([NH:13][C:14](=[O:20])[O:15][C:16]([CH3:19])([CH3:18])[CH3:17])(=[O:12])=[O:11].[CH:38]1([S:41](Cl)(=[O:43])=[O:42])[CH2:40][CH2:39]1. Given the product [CH:38]1([S:41]([NH:1][C:2]2[C:27]([NH:28][C:29]3[CH:34]=[CH:33][C:32]([I:35])=[CH:31][C:30]=3[F:36])=[CH:26][C:25]([F:37])=[CH:24][C:3]=2[O:4][C:5]2[CH:6]=[C:7]([CH:21]=[CH:22][CH:23]=2)[CH2:8][NH:9][S:10]([NH:13][C:14](=[O:20])[O:15][C:16]([CH3:19])([CH3:18])[CH3:17])(=[O:12])=[O:11])(=[O:43])=[O:42])[CH2:40][CH2:39]1, predict the reactants needed to synthesize it. (4) The reactants are: C(O[C:4]([C:6]1[CH:7]=[N:8][C:9]2[C:14]([C:15]=1[NH:16][CH:17]1[CH2:21][CH2:20][CH2:19][CH2:18]1)=[CH:13][CH:12]=[CH:11][C:10]=2[O:22][CH3:23])=[O:5])C.[CH3:24][N:25]=[C:26]=[O:27]. Given the product [CH:17]1([N:16]2[C:15]3[C:14]4[CH:13]=[CH:12][CH:11]=[C:10]([O:22][CH3:23])[C:9]=4[N:8]=[CH:7][C:6]=3[C:4](=[O:5])[N:25]([CH3:24])[C:26]2=[O:27])[CH2:21][CH2:20][CH2:19][CH2:18]1, predict the reactants needed to synthesize it. (5) Given the product [Cl:1][C:2]1[N:7]=[C:6]([CH2:8][N:9]2[C:17](=[O:18])[C:16]3[C:11](=[CH:12][CH:13]=[CH:14][CH:15]=3)[C:10]2=[O:19])[CH:5]=[C:4]([C:27]2[CH:28]=[N:29][C:30]([C:33]([F:36])([F:35])[F:34])=[N:31][CH:32]=2)[N:3]=1, predict the reactants needed to synthesize it. The reactants are: [Cl:1][C:2]1[N:7]=[C:6]([CH2:8][N:9]2[C:17](=[O:18])[C:16]3[C:11](=[CH:12][CH:13]=[CH:14][CH:15]=3)[C:10]2=[O:19])[CH:5]=[C:4](Cl)[N:3]=1.CC1(C)OB([C:27]2[CH:28]=[N:29][C:30]([C:33]([F:36])([F:35])[F:34])=[N:31][CH:32]=2)OC1(C)C.C(=O)([O-])[O-].[K+].[K+]. (6) Given the product [Cl:25][C:26]([Cl:31])=[CH:27][CH2:28][O:29][N:30]=[CH:11][CH2:10][O:9][CH2:8][CH2:7][CH2:6][CH2:5][O:4][C:3]1[C:13]([Cl:23])=[CH:14][C:15]([O:17][CH2:18][CH:19]=[C:20]([Cl:21])[Cl:22])=[CH:16][C:2]=1[Cl:1], predict the reactants needed to synthesize it. The reactants are: [Cl:1][C:2]1[CH:16]=[C:15]([O:17][CH2:18][CH:19]=[C:20]([Cl:22])[Cl:21])[CH:14]=[C:13]([Cl:23])[C:3]=1[O:4][CH2:5][CH2:6][CH2:7][CH2:8][O:9][CH2:10][CH:11]=O.Cl.[Cl:25][C:26]([Cl:31])=[CH:27][CH2:28][O:29][NH2:30].Cl. (7) Given the product [CH3:25][N:23]([CH2:22][CH:19]1[CH2:20][CH2:21][N:16]([C:14]([NH:13][C:9]2[CH:8]=[C:7]([O:6][C:5]3[CH:26]=[CH:27][C:2]([NH:1][C:39]([NH:38][C:36](=[O:37])[CH2:35][C:32]4[CH:33]=[CH:34][C:29]([F:28])=[CH:30][CH:31]=4)=[O:40])=[CH:3][CH:4]=3)[CH:12]=[CH:11][N:10]=2)=[O:15])[CH2:17][CH2:18]1)[CH3:24], predict the reactants needed to synthesize it. The reactants are: [NH2:1][C:2]1[CH:27]=[CH:26][C:5]([O:6][C:7]2[CH:12]=[CH:11][N:10]=[C:9]([NH:13][C:14]([N:16]3[CH2:21][CH2:20][CH:19]([CH2:22][N:23]([CH3:25])[CH3:24])[CH2:18][CH2:17]3)=[O:15])[CH:8]=2)=[CH:4][CH:3]=1.[F:28][C:29]1[CH:34]=[CH:33][C:32]([CH2:35][C:36]([N:38]=[C:39]=[O:40])=[O:37])=[CH:31][CH:30]=1.